From a dataset of Full USPTO retrosynthesis dataset with 1.9M reactions from patents (1976-2016). Predict the reactants needed to synthesize the given product. (1) Given the product [CH2:30]([O:29][C:27](=[O:28])[CH2:26][N:15]([C:33]([O:35][C:36]([CH3:39])([CH3:38])[CH3:37])=[O:32])[CH2:14][CH2:13][C:4]1[CH:5]=[CH:6][C:7]2[CH2:8][CH2:9][CH2:10][NH:11][C:12]=2[N:3]=1)[CH3:31], predict the reactants needed to synthesize it. The reactants are: Cl.Cl.[N:3]1[C:12]2[NH:11][CH2:10][CH2:9][CH2:8][C:7]=2[CH:6]=[CH:5][C:4]=1[CH2:13][CH2:14][NH2:15].C(N(CC)C(C)C)(C)C.Br[CH2:26][C:27]([O:29][CH2:30][CH3:31])=[O:28].[O:32](C(OC(C)(C)C)=O)[C:33]([O:35][C:36]([CH3:39])([CH3:38])[CH3:37])=O. (2) The reactants are: [OH:1][C:2]1[C:7]([C:8]#[N:9])=[CH:6][N:5]=[C:4]([C:10]2[CH:15]=[CH:14][CH:13]=[CH:12][CH:11]=2)[N:3]=1.Cl[CH2:17][C:18]([C:20]1[CH:25]=[CH:24][C:23]([Cl:26])=[CH:22][C:21]=1[Cl:27])=[O:19].[OH-].[Na+].C(OCC)(=O)C. Given the product [NH2:9][C:8]1[C:7]2[CH:6]=[N:5][C:4]([C:10]3[CH:11]=[CH:12][CH:13]=[CH:14][CH:15]=3)=[N:3][C:2]=2[O:1][C:17]=1[C:18]([C:20]1[CH:25]=[CH:24][C:23]([Cl:26])=[CH:22][C:21]=1[Cl:27])=[O:19], predict the reactants needed to synthesize it.